Dataset: Reaction yield outcomes from USPTO patents with 853,638 reactions. Task: Predict the reaction yield, written as a fraction of the theoretical maximum amount of product (1.0 means a 100% yield; for example, 0.34 means a 34% yield). (1) The reactants are [C:1]([NH:9][CH2:10][C:11]1([C:17]([O:19]CC)=[O:18])[CH2:16][CH2:15][CH2:14][CH2:13][CH2:12]1)(=[O:8])[C:2]1[CH:7]=[CH:6][CH:5]=[CH:4][CH:3]=1.[OH-].[K+].O. The catalyst is C(O)C. The product is [C:1]([NH:9][CH2:10][C:11]1([C:17]([OH:19])=[O:18])[CH2:16][CH2:15][CH2:14][CH2:13][CH2:12]1)(=[O:8])[C:2]1[CH:7]=[CH:6][CH:5]=[CH:4][CH:3]=1. The yield is 0.740. (2) The reactants are [O:1]1[C:5]2[CH:6]=[CH:7][C:8]([O:10][C:11]3[C:16]([C:17]([NH:19][CH2:20][C:21]4[CH:32]=[CH:31][C:24]([O:25][C@H:26]([CH3:30])[C:27]([OH:29])=O)=[CH:23][C:22]=4[F:33])=[O:18])=[CH:15][CH:14]=[CH:13][N:12]=3)=[CH:9][C:4]=2[O:3][CH2:2]1.C[N:35]1CCOCC1.ClC(OCC(C)C)=O.CO.ClCCl. The catalyst is COCCOC. The product is [O:1]1[C:5]2[CH:6]=[CH:7][C:8]([O:10][C:11]3[N:12]=[CH:13][CH:14]=[CH:15][C:16]=3[C:17]([NH:19][CH2:20][C:21]3[CH:32]=[CH:31][C:24]([O:25][C@@H:26]([C:27](=[O:29])[NH2:35])[CH3:30])=[CH:23][C:22]=3[F:33])=[O:18])=[CH:9][C:4]=2[O:3][CH2:2]1. The yield is 0.600. (3) The reactants are [NH2:1][C:2]1[CH:17]=[CH:16][C:5]([C:6]([NH:8][CH2:9][CH2:10][N:11]([CH2:14][CH3:15])[CH2:12][CH3:13])=[O:7])=[C:4]([O:18][CH3:19])[CH:3]=1.C(N(CC)CC)C.[CH3:27][S:28](Cl)(=[O:30])=[O:29].C(=O)(O)[O-].[Na+]. The catalyst is C(Cl)Cl. The product is [CH2:14]([N:11]([CH2:12][CH3:13])[CH2:10][CH2:9][NH:8][C:6](=[O:7])[C:5]1[CH:16]=[CH:17][C:2]([N:1]([S:28]([CH3:27])(=[O:30])=[O:29])[S:28]([CH3:27])(=[O:30])=[O:29])=[CH:3][C:4]=1[O:18][CH3:19])[CH3:15]. The yield is 0.526. (4) The reactants are [C:1]([O:4][CH2:5]I)(=[O:3])[CH3:2].[Cl:7][C:8]1[C:9]([F:48])=[C:10]([C@@H:14]2[C@:18]([C:21]3[CH:26]=[CH:25][C:24]([Cl:27])=[CH:23][C:22]=3[F:28])([C:19]#[N:20])[C@H:17]([CH2:29][C:30]([CH3:33])([CH3:32])[CH3:31])[NH:16][C@H:15]2[C:34]([NH:36][C:37]2[CH:45]=[CH:44][C:40]([C:41]([OH:43])=[O:42])=[CH:39][C:38]=2[O:46][CH3:47])=[O:35])[CH:11]=[CH:12][CH:13]=1.C(=O)([O-])[O-].[Cs+].[Cs+]. The catalyst is CN(C)C=O.C(OCC)(=O)C. The product is [C:1]([O:4][CH2:5][O:43][C:41](=[O:42])[C:40]1[CH:44]=[CH:45][C:37]([NH:36][C:34]([C@H:15]2[C@H:14]([C:10]3[CH:11]=[CH:12][CH:13]=[C:8]([Cl:7])[C:9]=3[F:48])[C@:18]([C:21]3[CH:26]=[CH:25][C:24]([Cl:27])=[CH:23][C:22]=3[F:28])([C:19]#[N:20])[C@H:17]([CH2:29][C:30]([CH3:32])([CH3:33])[CH3:31])[NH:16]2)=[O:35])=[C:38]([O:46][CH3:47])[CH:39]=1)(=[O:3])[CH3:2]. The yield is 0.190. (5) The reactants are [F:1][C:2]1[CH:11]=[C:10]2[C:5]([CH:6]([C:14]([OH:16])=[O:15])[CH2:7][C:8]([CH3:13])([CH3:12])[O:9]2)=[CH:4][CH:3]=1.[Si](C=[N+]=[N-])(C)(C)[CH3:18]. The catalyst is C(Cl)Cl.CO. The product is [F:1][C:2]1[CH:11]=[C:10]2[C:5]([CH:6]([C:14]([O:16][CH3:18])=[O:15])[CH2:7][C:8]([CH3:13])([CH3:12])[O:9]2)=[CH:4][CH:3]=1. The yield is 0.756. (6) The reactants are [OH:1][C:2]1[CH:7]=[CH:6][C:5]([O:8][C:9](=[O:11])[CH3:10])=[CH:4][CH:3]=1.[Cl:12][C:13]1[CH:14]=[C:15]([C:24]2[CH2:25][CH2:26][C:27](=[O:30])[NH:28][N:29]=2)[CH:16]=[CH:17][C:18]=1[O:19][CH2:20][CH2:21][CH2:22]O.C1C=CC(P(C2C=CC=CC=2)C2C=CC=CC=2)=CC=1.N(C(OC(C)C)=O)=NC(OC(C)C)=O. The catalyst is ClCCl. The product is [Cl:12][C:13]1[CH:14]=[C:15]([C:24]2[CH2:25][CH2:26][C:27](=[O:30])[NH:28][N:29]=2)[CH:16]=[CH:17][C:18]=1[O:19][CH2:20][CH2:21][CH2:22][O:1][C:2]1[CH:3]=[CH:4][C:5]([O:8][C:9](=[O:11])[CH3:10])=[CH:6][CH:7]=1. The yield is 0.880. (7) The yield is 0.820. The catalyst is C(Cl)Cl. The product is [C:1]1([C:7]2[C:11]([C:12]3[C:17](=[O:18])[CH:16]=[CH:15][N:14]([C:19]4[CH:24]=[CH:23][CH:22]=[C:21]([C:25]([F:26])([F:27])[F:28])[CH:20]=4)[N:13]=3)=[CH:10][NH:9][N:8]=2)[CH:6]=[CH:5][CH:4]=[CH:3][CH:2]=1. The reactants are [C:1]1([C:7]2[C:11]([C:12]3[C:17](=[O:18])[CH:16]=[CH:15][N:14]([C:19]4[CH:24]=[CH:23][CH:22]=[C:21]([C:25]([F:28])([F:27])[F:26])[CH:20]=4)[N:13]=3)=[CH:10][N:9](C(C3C=CC=CC=3)(C3C=CC=CC=3)C3C=CC=CC=3)[N:8]=2)[CH:6]=[CH:5][CH:4]=[CH:3][CH:2]=1.C(O)(C(F)(F)F)=O.[OH-].[Na+]. (8) The reactants are Br[C:2]1[CH:3]=[N:4][C:5]([CH3:13])=[C:6]2[C:11]=1[NH:10][C:9](=[O:12])[CH:8]=[CH:7]2.[CH3:14][N:15]1[CH:19]=[C:18]([C:20]2[CH:25]=[CH:24][C:23](B3OC(C)(C)C(C)(C)O3)=[CH:22][CH:21]=2)[CH:17]=[N:16]1.C(=O)([O-])[O-].[Na+].[Na+]. The catalyst is C1C=CC(P(C2C=CC=CC=2)[C-]2C=CC=C2)=CC=1.C1C=CC(P(C2C=CC=CC=2)[C-]2C=CC=C2)=CC=1.Cl[Pd]Cl.[Fe+2].C(Cl)Cl.C(#N)C. The product is [CH3:13][C:5]1[N:4]=[CH:3][C:2]([C:23]2[CH:22]=[CH:21][C:20]([C:18]3[CH:17]=[N:16][N:15]([CH3:14])[CH:19]=3)=[CH:25][CH:24]=2)=[C:11]2[C:6]=1[CH:7]=[CH:8][C:9](=[O:12])[NH:10]2. The yield is 0.940. (9) The reactants are [CH:1]1[C:14]2[C:5](=[CH:6][C:7]3[C:12]([C:13]=2[C:15](O)=[O:16])=[CH:11][CH:10]=[CH:9][CH:8]=3)[CH:4]=[CH:3][CH:2]=1.C([N:20]([CH2:23][CH3:24])[CH2:21][CH3:22])C.Cl.C(N=[C:29]=[N:30][CH2:31][CH2:32][CH2:33]N(C)C)C.O[N:38]1[C:42]2[CH:43]=[CH:44][CH:45]=[CH:46]C=2N=N1.C([O:50][CH2:51][CH3:52])(=O)C. The catalyst is CN(C=O)C. The product is [CH:11]1[C:12]2[C:7](=[CH:6][C:5]3[C:14]([C:13]=2[C:15]([N:38]2[CH2:42][CH2:43][CH:44]([N:30]4[CH2:31][CH2:32][CH2:33][C:52]5([C:51](=[O:50])[N:20]([CH2:21][CH3:22])[CH2:23][CH2:24]5)[CH2:29]4)[CH2:45][CH2:46]2)=[O:16])=[CH:1][CH:2]=[CH:3][CH:4]=3)[CH:8]=[CH:9][CH:10]=1. The yield is 0.140.